This data is from Forward reaction prediction with 1.9M reactions from USPTO patents (1976-2016). The task is: Predict the product of the given reaction. Given the reactants [C:1]([CH:5]1[CH2:10][CH2:9][CH:8]([C:11]2[CH:16]=[CH:15][CH:14]=[CH:13][C:12]=2[N:17]([CH2:22][CH:23]=O)[C:18](=[O:21])[CH2:19][Cl:20])[CH2:7][CH2:6]1)([CH3:4])([CH3:3])[CH3:2].[CH2:25]([NH2:29])[CH2:26][CH2:27][CH3:28].C(O[BH-](OC(=O)C)OC(=O)C)(=O)C.[Na+], predict the reaction product. The product is: [ClH:20].[CH2:25]([N:29]1[CH2:23][CH2:22][N:17]([C:12]2[CH:13]=[CH:14][CH:15]=[CH:16][C:11]=2[CH:8]2[CH2:7][CH2:6][CH:5]([C:1]([CH3:2])([CH3:3])[CH3:4])[CH2:10][CH2:9]2)[C:18](=[O:21])[CH2:19]1)[CH2:26][CH2:27][CH3:28].